Dataset: Reaction yield outcomes from USPTO patents with 853,638 reactions. Task: Predict the reaction yield, written as a fraction of the theoretical maximum amount of product (1.0 means a 100% yield; for example, 0.34 means a 34% yield). The reactants are Cl[C:2]1[CH:3]=[C:4]([C:9]2[N:13]3[C:14]4[N:22]=[C:21]([O:23][CH3:24])[CH:20]=[CH:19][C:15]=4[N:16]=[C:17]([CH3:18])[C:12]3=[C:11]([CH3:25])[N:10]=2)[CH:5]=C(Cl)C=1.CC1C(B(O)O)=[CH:29][S:30]C=1.C([O-])([O-])=O.[K+].[K+]. The catalyst is C1C=CC([P]([Pd]([P](C2C=CC=CC=2)(C2C=CC=CC=2)C2C=CC=CC=2)([P](C2C=CC=CC=2)(C2C=CC=CC=2)C2C=CC=CC=2)[P](C2C=CC=CC=2)(C2C=CC=CC=2)C2C=CC=CC=2)(C2C=CC=CC=2)C2C=CC=CC=2)=CC=1. The product is [CH3:24][O:23][C:21]1[CH:20]=[CH:19][C:15]2[N:16]=[C:17]([CH3:18])[C:12]3[N:13]([C:9]([C:4]4[C:3]([CH3:2])=[CH:29][S:30][CH:5]=4)=[N:10][C:11]=3[CH3:25])[C:14]=2[N:22]=1. The yield is 0.660.